Dataset: Catalyst prediction with 721,799 reactions and 888 catalyst types from USPTO. Task: Predict which catalyst facilitates the given reaction. (1) Reactant: [Br:1][C:2]1[C:3]([N:20]2[CH2:27][CH:26]3[CH:22]([N:23](C(OC(C)(C)C)=O)[CH2:24][CH2:25]3)[CH2:21]2)=[C:4]2[C:10]([NH:11][C:12](=[O:19])[C:13]3[CH:18]=[CH:17][CH:16]=[N:15][CH:14]=3)=[CH:9][NH:8][C:5]2=[N:6][CH:7]=1.C(O)(C(F)(F)F)=O.[ClH:42]. Product: [ClH:42].[Br:1][C:2]1[C:3]([N:20]2[CH2:27][CH:26]3[CH:22]([NH:23][CH2:24][CH2:25]3)[CH2:21]2)=[C:4]2[C:10]([NH:11][C:12](=[O:19])[C:13]3[CH:18]=[CH:17][CH:16]=[N:15][CH:14]=3)=[CH:9][NH:8][C:5]2=[N:6][CH:7]=1. The catalyst class is: 158. (2) Reactant: C(N(CC)CC)C.[NH2:8][CH2:9][CH2:10][CH2:11][N:12]1[C:24]2[C:23]3[CH:22]=[CH:21][CH:20]=[CH:19][C:18]=3[N:17]=[C:16]([NH2:25])[C:15]=2[N:14]=[C:13]1[CH2:26][CH2:27][CH2:28][CH3:29].[C:30](Cl)(=[O:37])[C:31]1[CH:36]=[CH:35][CH:34]=[CH:33][CH:32]=1. Product: [NH2:25][C:16]1[C:15]2[N:14]=[C:13]([CH2:26][CH2:27][CH2:28][CH3:29])[N:12]([CH2:11][CH2:10][CH2:9][NH:8][C:30](=[O:37])[C:31]3[CH:36]=[CH:35][CH:34]=[CH:33][CH:32]=3)[C:24]=2[C:23]2[CH:22]=[CH:21][CH:20]=[CH:19][C:18]=2[N:17]=1. The catalyst class is: 60. (3) Reactant: Br[C:2]1[CH:3]=[CH:4][CH:5]=[C:6]2[C:10]=1[NH:9][C:8]([C:11]([F:14])([F:13])[F:12])=[C:7]2[CH2:15][CH2:16][CH2:17][O:18][C:19]1[CH:24]=[C:23]([CH3:25])[C:22]([Cl:26])=[C:21]([CH3:27])[CH:20]=1.C([O-])([O-])=O.[K+].[K+].[CH3:34][N:35]1[C:39]([CH3:40])=[C:38](B2OC(C)(C)C(C)(C)O2)[C:37]([CH3:50])=[N:36]1.O1CCOCC1. Product: [Cl:26][C:22]1[C:23]([CH3:25])=[CH:24][C:19]([O:18][CH2:17][CH2:16][CH2:15][C:7]2[C:6]3[C:10](=[C:2]([C:38]4[C:37]([CH3:50])=[N:36][N:35]([CH3:34])[C:39]=4[CH3:40])[CH:3]=[CH:4][CH:5]=3)[NH:9][C:8]=2[C:11]([F:14])([F:13])[F:12])=[CH:20][C:21]=1[CH3:27]. The catalyst class is: 103. (4) Reactant: [I-].[CH3:2][S+](C)(C)=O.[H-].[Na+].[CH:9](=[C:11]([C:17]([O:19][CH2:20][CH3:21])=[O:18])[C:12]([O:14][CH2:15][CH3:16])=[O:13])[CH3:10].Cl. Product: [CH3:10][CH:9]1[CH2:2][C:11]1([C:17]([O:19][CH2:20][CH3:21])=[O:18])[C:12]([O:14][CH2:15][CH3:16])=[O:13]. The catalyst class is: 16.